The task is: Predict the reaction yield, written as a fraction of the theoretical maximum amount of product (1.0 means a 100% yield; for example, 0.34 means a 34% yield).. This data is from Reaction yield outcomes from USPTO patents with 853,638 reactions. (1) The product is [CH2:17]([N:12]1[CH:11]=[C:10]2[C:14]([CH:15]=[CH:16][CH:8]=[C:9]2[CH2:19][OH:20])=[N:13]1)[CH3:18]. The yield is 0.900. The catalyst is O1CCCC1. The reactants are [H-].[Al+3].[Li+].[H-].[H-].[H-].Br[C:8]1[CH:16]=[CH:15][C:14]2[C:10](=[CH:11][N:12]([CH2:17][CH3:18])[N:13]=2)[C:9]=1[C:19](OC)=[O:20].O.O.O.O.O.O.O.O.O.O.S([O-])([O-])(=O)=O.[Na+].[Na+]. (2) The reactants are [CH3:1][C:2]1[S:3][C:4]([NH:12][C:13]([NH:15]C(=O)C(Cl)(Cl)Cl)=[O:14])=[C:5]([C:7]([O:9]CC)=O)[N:6]=1.[CH3:22][Al](C)C.[NH2:26][C@H:27]1[CH2:33][CH2:32][CH2:31][CH2:30][N:29]([C:34]([O-:36])=[O:35])[CH2:28]1.[C@H:37](O)([C:43]([O-])=O)[C@@H:38](O)C([O-])=O.[Na+].[K+]. The catalyst is C1COCC1. The product is [NH2:15][C:13]([NH:12][C:4]1[S:3][C:2]([CH3:1])=[N:6][C:5]=1[C:7]([NH:26][C@H:27]1[CH2:33][CH2:32][CH2:31][CH2:30][N:29]([C:34]([O:36][C:37]([CH3:38])([CH3:43])[CH3:22])=[O:35])[CH2:28]1)=[O:9])=[O:14]. The yield is 0.500. (3) The product is [OH:4][CH2:5][CH2:6][O:7][NH:8][C:9]([C:11]1[C:20]([NH:21][C:22]2[CH:27]=[CH:26][C:25]([Br:28])=[CH:24][C:23]=2[Cl:29])=[C:19]([F:30])[C:14]2[N:15]=[CH:16][N:17]([CH3:18])[C:13]=2[CH:12]=1)=[O:10]. The yield is 1.00. The reactants are Cl.C([O:4][CH2:5][CH2:6][O:7][NH:8][C:9]([C:11]1[C:20]([NH:21][C:22]2[CH:27]=[CH:26][C:25]([Br:28])=[CH:24][C:23]=2[Cl:29])=[C:19]([F:30])[C:14]2[N:15]=[CH:16][N:17]([CH3:18])[C:13]=2[CH:12]=1)=[O:10])=C. The catalyst is C(O)C. (4) The reactants are C([O:5][C:6](=O)[CH2:7][C:8]([OH:25])([C:11]1[CH:16]=[C:15]([Si:17]([CH3:20])([CH3:19])[CH3:18])[N:14]=[C:13]([O:21][CH3:22])[C:12]=1[CH2:23][OH:24])[CH2:9][CH3:10])(C)(C)C.C([O-])(O)=O.[Na+]. The catalyst is FC(F)(F)C(O)=O. The product is [CH2:9]([C:8]1([OH:25])[C:11]2[C:12](=[C:13]([O:21][CH3:22])[N:14]=[C:15]([Si:17]([CH3:18])([CH3:19])[CH3:20])[CH:16]=2)[CH2:23][O:24][C:6](=[O:5])[CH2:7]1)[CH3:10]. The yield is 0.790. (5) The reactants are C(N(CC)CC)C.F[C:9]1[CH:17]=[CH:16][C:15]([CH2:18][C:19]2[C:28]3[C:23](=[CH:24][CH:25]=[CH:26][CH:27]=3)[C:22](=[O:29])[NH:21][N:20]=2)=[CH:14][C:10]=1[C:11]([OH:13])=O.Cl.[CH:31]1([O:36][CH:37]2[CH2:42][CH2:41][NH:40][CH2:39][CH2:38]2)[CH2:35][CH2:34][CH2:33][CH2:32]1.F[P-](F)(F)(F)(F)F.N1(OC(N(C)C)=[N+](C)C)C2C=CC=CC=2N=N1. The catalyst is CC(N(C)C)=O. The product is [CH:31]1([O:36][CH:37]2[CH2:42][CH2:41][N:40]([C:11]([C:10]3[CH:14]=[C:15]([CH:16]=[CH:17][CH:9]=3)[CH2:18][C:19]3[C:28]4[C:23](=[CH:24][CH:25]=[CH:26][CH:27]=4)[C:22](=[O:29])[NH:21][N:20]=3)=[O:13])[CH2:39][CH2:38]2)[CH2:35][CH2:34][CH2:33][CH2:32]1. The yield is 0.390. (6) The reactants are [C:1]([C:5]1[O:9][N:8]=[C:7]([NH:10][C:11]([NH:13][C:14]2[CH:19]=[CH:18][CH:17]=[C:16]([S:20][C:21]3[C:30]4[C:25](=[CH:26][C:27]([O:33][CH2:34][CH2:35]Cl)=[C:28]([O:31][CH3:32])[CH:29]=4)[N:24]=[CH:23][N:22]=3)[CH:15]=2)=[O:12])[CH:6]=1)([CH3:4])([CH3:3])[CH3:2].[CH3:37][S:38]([N:41]1[CH2:46][CH2:45][NH:44][CH2:43][CH2:42]1)(=[O:40])=[O:39].C(N(C(C)C)CC)(C)C. The catalyst is CN(C=O)C.[I-].C([N+](CCCC)(CCCC)CCCC)CCC. The product is [C:1]([C:5]1[O:9][N:8]=[C:7]([NH:10][C:11]([NH:13][C:14]2[CH:19]=[CH:18][CH:17]=[C:16]([S:20][C:21]3[C:30]4[C:25](=[CH:26][C:27]([O:33][CH2:34][CH2:35][N:44]5[CH2:45][CH2:46][N:41]([S:38]([CH3:37])(=[O:40])=[O:39])[CH2:42][CH2:43]5)=[C:28]([O:31][CH3:32])[CH:29]=4)[N:24]=[CH:23][N:22]=3)[CH:15]=2)=[O:12])[CH:6]=1)([CH3:4])([CH3:3])[CH3:2]. The yield is 0.170.